The task is: Predict the product of the given reaction.. This data is from Forward reaction prediction with 1.9M reactions from USPTO patents (1976-2016). (1) The product is: [NH2:1][C@@:2]([C:9]1[CH:14]=[C:13]([N+:15]([O-:17])=[O:16])[CH:12]=[CH:11][C:10]=1[F:18])([CH2:7][CH3:8])[CH2:3][CH2:4][OH:5]. Given the reactants [NH2:1][C@@:2]([C:9]1[CH:14]=[C:13]([N+:15]([O-:17])=[O:16])[CH:12]=[CH:11][C:10]=1[F:18])([CH2:7][CH3:8])[CH2:3][C:4](O)=[O:5].B.[OH-].[Na+], predict the reaction product. (2) Given the reactants [NH2:1][C:2]1[CH:3]=[C:4]([CH:30]=[CH:31][CH:32]=1)[CH2:5][NH:6][C:7]1[N:12]2[CH:13]=[CH:14][N:15]=[C:11]2[C:10]([C:16]([NH2:18])=[O:17])=[C:9]([NH:19][C:20]2[CH:25]=[C:24]([O:26][CH3:27])[CH:23]=[C:22]([O:28][CH3:29])[CH:21]=2)[N:8]=1.[C:33]([CH2:35][C:36](O)=[O:37])#[N:34].CCN(C(C)C)C(C)C.CN(C(ON1N=NC2C=CC=NC1=2)=[N+](C)C)C.F[P-](F)(F)(F)(F)F, predict the reaction product. The product is: [C:33]([CH2:35][C:36]([NH:1][C:2]1[CH:3]=[C:4]([CH:30]=[CH:31][CH:32]=1)[CH2:5][NH:6][C:7]1[N:12]2[CH:13]=[CH:14][N:15]=[C:11]2[C:10]([C:16]([NH2:18])=[O:17])=[C:9]([NH:19][C:20]2[CH:25]=[C:24]([O:26][CH3:27])[CH:23]=[C:22]([O:28][CH3:29])[CH:21]=2)[N:8]=1)=[O:37])#[N:34]. (3) Given the reactants S(F)(=O)(=O)[OH:2].[Sb](F)(F)(F)(F)F.[N+:12]([C:15]1[CH:20]=[CH:19][CH:18]=[CH:17][C:16]=1[CH2:21][CH2:22][CH2:23][C:24]#N)([O-:14])=[O:13], predict the reaction product. The product is: [N+:12]([C:15]1[CH:20]=[CH:19][CH:18]=[C:17]2[C:16]=1[CH2:21][CH2:22][CH2:23][C:24]2=[O:2])([O-:14])=[O:13]. (4) Given the reactants [O:1]=[C:2]1[C:11]2[CH:10]=[CH:9][CH:8]=[C:7]([C:12]([OH:14])=O)[C:6]=2[CH:5]=[CH:4][NH:3]1.[C:15]12([CH2:25][NH2:26])[CH2:24][CH:19]3[CH2:20][CH:21]([CH2:23][CH:17]([CH2:18]3)[CH2:16]1)[CH2:22]2.Cl.CN(C)CCCN=C=NCC.ON1C2C=CC=CC=2N=N1.C(N(CC)CC)C.CN(C)C=O, predict the reaction product. The product is: [C:15]12([CH2:25][NH:26][C:12]([C:7]3[C:6]4[CH:5]=[CH:4][NH:3][C:2](=[O:1])[C:11]=4[CH:10]=[CH:9][CH:8]=3)=[O:14])[CH2:22][CH:21]3[CH2:20][CH:19]([CH2:18][CH:17]([CH2:23]3)[CH2:16]1)[CH2:24]2.